This data is from Reaction yield outcomes from USPTO patents with 853,638 reactions. The task is: Predict the reaction yield, written as a fraction of the theoretical maximum amount of product (1.0 means a 100% yield; for example, 0.34 means a 34% yield). (1) The reactants are Cl.Cl[Si](C)(C)C.C([N:10]([CH:13]([CH3:15])C)[CH2:11][CH3:12])(C)C.[C:24](O[C:24]([O:26][C:27]([CH3:30])([CH3:29])[CH3:28])=[O:25])([O:26][C:27]([CH3:30])([CH3:29])[CH3:28])=[O:25]. No catalyst specified. The product is [CH3:27][O:26][C:24]([C@H:15]1[CH2:12][CH2:11][N:10]([C:24]([O:26][C:27]([CH3:28])([CH3:29])[CH3:30])=[O:25])[CH2:13]1)=[O:25]. The yield is 0.700. (2) The reactants are [CH3:1][O:2][C:3]1[CH:4]=[C:5]2[C:10](=[CH:11][CH:12]=1)[C:9](=[O:13])[N:8]([C:14]1[CH:15]=[C:16]([CH:19]=[CH:20][CH:21]=1)[C:17]#[N:18])[CH:7]=[CH:6]2.[Br:22]N1C(=O)CCC1=O. The catalyst is C1COCC1. The product is [Br:22][C:6]1[C:5]2[C:10](=[CH:11][CH:12]=[C:3]([O:2][CH3:1])[CH:4]=2)[C:9](=[O:13])[N:8]([C:14]2[CH:15]=[C:16]([CH:19]=[CH:20][CH:21]=2)[C:17]#[N:18])[CH:7]=1. The yield is 0.629. (3) The reactants are [F:1][C:2]1[C:7]([C:8]2[NH:12][CH:11]=[C:10]([CH:13]=[O:14])[CH:9]=2)=[CH:6][CH:5]=[CH:4][N:3]=1.[H-].[Na+].C1OCCOCCOCCOCCOC1.[CH3:32][S:33]([C:36]1[CH:37]=[C:38]([S:42](Cl)(=[O:44])=[O:43])[CH:39]=[CH:40][CH:41]=1)(=[O:35])=[O:34]. The catalyst is O1CCCC1.C(=O)([O-])O.[Na+]. The product is [F:1][C:2]1[C:7]([C:8]2[N:12]([S:42]([C:38]3[CH:39]=[CH:40][CH:41]=[C:36]([S:33]([CH3:32])(=[O:35])=[O:34])[CH:37]=3)(=[O:44])=[O:43])[CH:11]=[C:10]([CH:13]=[O:14])[CH:9]=2)=[CH:6][CH:5]=[CH:4][N:3]=1. The yield is 0.650. (4) The reactants are [CH3:1][C:2]1[CH:11]=[CH:10][C:9]2[C:4](=[CH:5][CH:6]=[CH:7][C:8]=2[N:12]2[CH2:17][CH2:16][N:15]([CH2:18][CH2:19][C:20]3[CH:21]=[C:22]([CH:24]=[CH:25][CH:26]=3)[NH2:23])[CH2:14][CH2:13]2)[N:3]=1.[Cl:27][C:28]1[CH:33]=[CH:32][CH:31]=[C:30]([N:34]=[C:35]=[O:36])[CH:29]=1. No catalyst specified. The product is [ClH:27].[ClH:27].[Cl:27][C:28]1[CH:29]=[C:30]([NH:34][C:35]([NH:23][C:22]2[CH:24]=[CH:25][CH:26]=[C:20]([CH2:19][CH2:18][N:15]3[CH2:14][CH2:13][N:12]([C:8]4[CH:7]=[CH:6][CH:5]=[C:4]5[C:9]=4[CH:10]=[CH:11][C:2]([CH3:1])=[N:3]5)[CH2:17][CH2:16]3)[CH:21]=2)=[O:36])[CH:31]=[CH:32][CH:33]=1. The yield is 0.520. (5) The reactants are [CH3:1][O:2][C:3](=[O:12])[C:4]1[C:5](=[CH:7][C:8]([CH3:11])=[CH:9][CH:10]=1)[OH:6].[S:13](O[S:13]([C:16]([F:19])([F:18])[F:17])(=[O:15])=[O:14])([C:16]([F:19])([F:18])[F:17])(=[O:15])=[O:14].Cl. The catalyst is N1C=CC=CC=1. The product is [CH3:1][O:2][C:3](=[O:12])[C:4]1[CH:10]=[CH:9][C:8]([CH3:11])=[CH:7][C:5]=1[O:6][S:13]([C:16]([F:19])([F:18])[F:17])(=[O:15])=[O:14]. The yield is 0.880. (6) The product is [Cl:1][C:2]1[CH:3]=[C:4]([N:9]2[CH:13]=[CH:14][C:15]([CH3:16])=[N:10]2)[CH:5]=[CH:6][C:7]=1[Cl:8].[Cl:1][C:2]1[CH:3]=[C:4]([N:9]2[C:15]([CH3:16])=[CH:14][CH:13]=[N:10]2)[CH:5]=[CH:6][C:7]=1[Cl:8]. The catalyst is CCO.O. The reactants are [Cl:1][C:2]1[CH:3]=[C:4]([NH:9][NH2:10])[CH:5]=[CH:6][C:7]=1[Cl:8].CO[CH:13](OC)[CH2:14][C:15](=O)[CH3:16]. The yield is 0.660.